Dataset: Reaction yield outcomes from USPTO patents with 853,638 reactions. Task: Predict the reaction yield, written as a fraction of the theoretical maximum amount of product (1.0 means a 100% yield; for example, 0.34 means a 34% yield). (1) The reactants are [H-].[Na+].Cl[C:4]1[C:9]([CH2:10][N:11]([CH3:21])[CH2:12][C@@H:13]([C:15]2[CH:20]=[CH:19][CH:18]=[CH:17][CH:16]=2)[OH:14])=[CH:8][CH:7]=[C:6]([Cl:22])[N:5]=1. The catalyst is C1COCC1.C(OCC)(=O)C. The product is [Cl:22][C:6]1[CH:7]=[CH:8][C:9]2[CH2:10][N:11]([CH3:21])[CH2:12][C@@H:13]([C:15]3[CH:20]=[CH:19][CH:18]=[CH:17][CH:16]=3)[O:14][C:4]=2[N:5]=1. The yield is 0.160. (2) The reactants are [Br:1][C:2]1[CH:7]=[C:6]([NH:8][C@H:9]([CH2:11][CH3:12])[CH3:10])[C:5]([N+:13]([O-])=O)=[CH:4][N:3]=1.C(O)(=O)C. The catalyst is [Fe].O. The product is [Br:1][C:2]1[N:3]=[CH:4][C:5]([NH2:13])=[C:6]([NH:8][C@H:9]([CH2:11][CH3:12])[CH3:10])[CH:7]=1. The yield is 0.830. (3) The reactants are [Br:1][C:2]1[CH:7]=[CH:6][C:5]([NH:8][C:9]2[N:10]([CH3:31])[C:11](=[O:30])[CH:12]=[CH:13][C:14]=2[C:15]([NH:17][O:18][CH2:19][C@@H:20]([O:22][Si](C(C)(C)C)(C)C)[CH3:21])=[O:16])=[C:4]([F:32])[CH:3]=1.Cl. The catalyst is C1COCC1.CCOC(C)=O. The product is [Br:1][C:2]1[CH:7]=[CH:6][C:5]([NH:8][C:9]2[N:10]([CH3:31])[C:11](=[O:30])[CH:12]=[CH:13][C:14]=2[C:15]([NH:17][O:18][CH2:19][C@@H:20]([OH:22])[CH3:21])=[O:16])=[C:4]([F:32])[CH:3]=1. The yield is 0.520. (4) No catalyst specified. The reactants are [Br:1][C:2]1[C:3]([F:20])=[C:4]([F:19])[C:5]([NH:11][C:12]2[CH:17]=[CH:16][CH:15]=[CH:14][C:13]=2[F:18])=[C:6]([CH:10]=1)[C:7]([OH:9])=[O:8].S(Cl)(Cl)=O.[CH3:25]O. The product is [Br:1][C:2]1[C:3]([F:20])=[C:4]([F:19])[C:5]([NH:11][C:12]2[CH:17]=[CH:16][CH:15]=[CH:14][C:13]=2[F:18])=[C:6]([CH:10]=1)[C:7]([O:9][CH3:25])=[O:8]. The yield is 0.885. (5) The reactants are [CH3:1][O:2][C:3]1[CH:8]=[C:7]([CH:9]=[O:10])[CH:6]=[CH:5][C:4]=1[C:11]1[CH:16]=[CH:15][CH:14]=[C:13]([CH3:17])[CH:12]=1.[C:18]1([Mg]Br)[CH:23]=[CH:22][CH:21]=[CH:20][CH:19]=1. The catalyst is C1COCC1. The product is [CH3:1][O:2][C:3]1[CH:8]=[C:7]([CH:9]([C:18]2[CH:23]=[CH:22][CH:21]=[CH:20][CH:19]=2)[OH:10])[CH:6]=[CH:5][C:4]=1[C:11]1[CH:16]=[CH:15][CH:14]=[C:13]([CH3:17])[CH:12]=1. The yield is 0.780.